From a dataset of NCI-60 drug combinations with 297,098 pairs across 59 cell lines. Regression. Given two drug SMILES strings and cell line genomic features, predict the synergy score measuring deviation from expected non-interaction effect. (1) Drug 1: CN(C)N=NC1=C(NC=N1)C(=O)N. Drug 2: CS(=O)(=O)OCCCCOS(=O)(=O)C. Cell line: HOP-92. Synergy scores: CSS=7.84, Synergy_ZIP=-2.54, Synergy_Bliss=-2.93, Synergy_Loewe=-8.93, Synergy_HSA=-3.62. (2) Drug 1: CN(C)N=NC1=C(NC=N1)C(=O)N. Drug 2: C1=C(C(=O)NC(=O)N1)F. Cell line: HCT-15. Synergy scores: CSS=32.7, Synergy_ZIP=-1.87, Synergy_Bliss=-5.63, Synergy_Loewe=-18.5, Synergy_HSA=-5.14. (3) Drug 1: CC12CCC3C(C1CCC2OP(=O)(O)O)CCC4=C3C=CC(=C4)OC(=O)N(CCCl)CCCl.[Na+]. Drug 2: CC1C(C(CC(O1)OC2CC(CC3=C2C(=C4C(=C3O)C(=O)C5=CC=CC=C5C4=O)O)(C(=O)C)O)N)O. Cell line: MDA-MB-231. Synergy scores: CSS=59.2, Synergy_ZIP=22.4, Synergy_Bliss=21.0, Synergy_Loewe=-21.4, Synergy_HSA=21.4. (4) Drug 1: CCC1(CC2CC(C3=C(CCN(C2)C1)C4=CC=CC=C4N3)(C5=C(C=C6C(=C5)C78CCN9C7C(C=CC9)(C(C(C8N6C=O)(C(=O)OC)O)OC(=O)C)CC)OC)C(=O)OC)O.OS(=O)(=O)O. Drug 2: CN(C(=O)NC(C=O)C(C(C(CO)O)O)O)N=O. Cell line: KM12. Synergy scores: CSS=7.03, Synergy_ZIP=-3.44, Synergy_Bliss=-2.72, Synergy_Loewe=-13.8, Synergy_HSA=-3.59. (5) Drug 1: CCC1(CC2CC(C3=C(CCN(C2)C1)C4=CC=CC=C4N3)(C5=C(C=C6C(=C5)C78CCN9C7C(C=CC9)(C(C(C8N6C)(C(=O)OC)O)OC(=O)C)CC)OC)C(=O)OC)O. Drug 2: CCC1=C2N=C(C=C(N2N=C1)NCC3=C[N+](=CC=C3)[O-])N4CCCCC4CCO. Cell line: UACC62. Synergy scores: CSS=60.7, Synergy_ZIP=1.15, Synergy_Bliss=-0.459, Synergy_Loewe=-2.99, Synergy_HSA=2.99.